Predict which catalyst facilitates the given reaction. From a dataset of Catalyst prediction with 721,799 reactions and 888 catalyst types from USPTO. (1) Reactant: [F:1][C:2]1([F:15])[CH2:7][C@H:6]2[CH2:8][C@H:4]([C:5]2([CH3:10])[CH3:9])[C@@H:3]1[CH2:11][C:12](Cl)=[O:13].[NH2:16][N:17]1[N:26]=[C:25]([C:27]2[CH:32]=[CH:31][C:30]([Cl:33])=[CH:29][CH:28]=2)[C:24]2[C:19](=[CH:20][CH:21]=[CH:22][CH:23]=2)[C:18]1=[O:34].N1C=CC=CC=1. Product: [Cl:33][C:30]1[CH:31]=[CH:32][C:27]([C:25]2[C:24]3[C:19](=[CH:20][CH:21]=[CH:22][CH:23]=3)[C:18](=[O:34])[N:17]([NH:16][C:12](=[O:13])[CH2:11][C@@H:3]3[C:2]([F:15])([F:1])[CH2:7][C@H:6]4[CH2:8][C@@H:4]3[C:5]4([CH3:10])[CH3:9])[N:26]=2)=[CH:28][CH:29]=1. The catalyst class is: 22. (2) Reactant: [CH3:1][O:2][C:3]1[CH:8]=[CH:7][CH:6]=[CH:5][C:4]=1[C:9]1[NH:10][C:11]2[C:16]([CH:17]=1)=[CH:15][C:14]([CH:18]1[CH2:23][CH2:22][N:21]([CH2:24][CH2:25][N:26](C)[C:27](=O)OC(C)(C)C)[CH2:20][CH2:19]1)=[CH:13][CH:12]=2.ClS([N:39]=[C:40]=O)(=O)=O.CN(C)C=O.[OH-].[Na+]. Product: [CH3:1][O:2][C:3]1[CH:8]=[CH:7][CH:6]=[CH:5][C:4]=1[C:9]1[NH:10][C:11]2[C:16]([C:17]=1[C:40]#[N:39])=[CH:15][C:14]([CH:18]1[CH2:19][CH2:20][N:21]([CH2:24][CH2:25][NH:26][CH3:27])[CH2:22][CH2:23]1)=[CH:13][CH:12]=2. The catalyst class is: 10. (3) Reactant: [Cl:1][C:2]1[CH:7]=[C:6]([C:8]#[C:9][C:10]2[CH:15]=[CH:14][CH:13]=[CH:12][CH:11]=2)[N:5]=[C:4]([NH2:16])[CH:3]=1.C1C(=O)N([Br:24])C(=O)C1. Product: [Br:24][C:7]1[C:2]([Cl:1])=[CH:3][C:4]([NH2:16])=[N:5][C:6]=1[C:8]#[C:9][C:10]1[CH:11]=[CH:12][CH:13]=[CH:14][CH:15]=1. The catalyst class is: 10. (4) Reactant: [NH2:1][C:2]1[C:10]2[N:9]=[CH:8][NH:7][C:6]=2[CH:5]=[C:4]([C:11]([O:13][CH3:14])=[O:12])[CH:3]=1.N1C=CC=CC=1.[Cl:21][CH2:22][CH2:23][CH2:24][CH2:25][S:26](Cl)(=[O:28])=[O:27]. Product: [Cl:21][CH2:22][CH2:23][CH2:24][CH2:25][S:26]([NH:1][C:2]1[C:10]2[N:9]=[CH:8][NH:7][C:6]=2[CH:5]=[C:4]([C:11]([O:13][CH3:14])=[O:12])[CH:3]=1)(=[O:28])=[O:27]. The catalyst class is: 64. (5) Reactant: [Li+].[OH-].C[O:4][C:5](=[O:23])[C@@H:6]([NH:11][C:12](=[O:22])[C@@H:13]([CH:20]=[CH2:21])[C@H:14]([OH:19])[CH2:15][CH2:16][CH2:17][CH3:18])[CH2:7][CH2:8][S:9][CH3:10]. Product: [OH:19][C@H:14]([CH2:15][CH2:16][CH2:17][CH3:18])[C@H:13]([CH:20]=[CH2:21])[C:12]([NH:11][C@@H:6]([CH2:7][CH2:8][S:9][CH3:10])[C:5]([OH:23])=[O:4])=[O:22]. The catalyst class is: 20. (6) Reactant: [N+:1]([C:4]1[CH:5]=[CH:6][C:7]([O:14][C:15]2[CH:20]=[CH:19][CH:18]=[CH:17][CH:16]=2)=[C:8]([CH:13]=1)[C:9]([O:11][CH3:12])=[O:10])([O-])=O. Product: [NH2:1][C:4]1[CH:5]=[CH:6][C:7]([O:14][C:15]2[CH:20]=[CH:19][CH:18]=[CH:17][CH:16]=2)=[C:8]([CH:13]=1)[C:9]([O:11][CH3:12])=[O:10]. The catalyst class is: 849.